This data is from Forward reaction prediction with 1.9M reactions from USPTO patents (1976-2016). The task is: Predict the product of the given reaction. (1) Given the reactants [CH2:1]([O:8][C:9]1[CH:10]=[C:11]2[C:16](=[CH:17][CH:18]=1)[C:15](=[O:19])[N:14]([CH2:20][CH:21]([CH3:23])[CH3:22])[C:13]([C:24](O)=[O:25])=[C:12]2[O:27][CH2:28][CH2:29][CH2:30][C:31]([F:34])([F:33])[F:32])[C:2]1[CH:7]=[CH:6][CH:5]=[CH:4][CH:3]=1.C(Cl)(=O)C(Cl)=O.[BH4-].[Na+].Cl, predict the reaction product. The product is: [CH2:1]([O:8][C:9]1[CH:10]=[C:11]2[C:16](=[CH:17][CH:18]=1)[C:15](=[O:19])[N:14]([CH2:20][CH:21]([CH3:22])[CH3:23])[C:13]([CH2:24][OH:25])=[C:12]2[O:27][CH2:28][CH2:29][CH2:30][C:31]([F:32])([F:33])[F:34])[C:2]1[CH:3]=[CH:4][CH:5]=[CH:6][CH:7]=1. (2) Given the reactants [F:1][C:2]1[CH:7]=[CH:6][C:5]([C:8]2[CH:9]=[C:10]3[C:15](=[CH:16][CH:17]=2)[CH:14]=[C:13]([S:18]([O-:20])=[O:19])[CH:12]=[CH:11]3)=[CH:4][CH:3]=1.[Na+].I[C:23]1[CH:32]=[CH:31][CH:30]=[CH:29][C:24]=1[C:25]([O:27][CH3:28])=[O:26], predict the reaction product. The product is: [F:1][C:2]1[CH:7]=[CH:6][C:5]([C:8]2[CH:9]=[C:10]3[C:15](=[CH:16][CH:17]=2)[CH:14]=[C:13]([S:18]([C:23]2[CH:32]=[CH:31][CH:30]=[CH:29][C:24]=2[C:25]([O:27][CH3:28])=[O:26])(=[O:20])=[O:19])[CH:12]=[CH:11]3)=[CH:4][CH:3]=1. (3) Given the reactants Br[CH:2]([C:16]1[CH:21]=[CH:20][C:19]([F:22])=[CH:18][CH:17]=1)[C:3]([C:5]1[CH:6]=[CH:7][C:8]2[O:13][CH2:12][C:11](=[O:14])[NH:10][C:9]=2[CH:15]=1)=O.[Br-].[SH:24][C:25]1[CH:50]=[CH:49][CH:48]=[CH:47][C:26]=1[CH2:27][P+](C1C=CC=CC=1)(C1C=CC=CC=1)C1C=CC=CC=1.CC(C)([O-])C.[K+].Cl, predict the reaction product. The product is: [F:22][C:19]1[CH:20]=[CH:21][C:16]([CH:2]2[C:3]([C:5]3[CH:6]=[CH:7][C:8]4[O:13][CH2:12][C:11](=[O:14])[NH:10][C:9]=4[CH:15]=3)=[CH:27][C:26]3[C:25](=[CH:50][CH:49]=[CH:48][CH:47]=3)[S:24]2)=[CH:17][CH:18]=1. (4) Given the reactants [NH2:1][CH:2]1[C:8](=[O:9])[N:7](CC2C=CC(OC)=CC=2)[C:6]2[CH:19]=[CH:20][CH:21]=[CH:22][C:5]=2[C:4]([C:23]2[C:28]([Cl:29])=[CH:27][C:26]([Cl:30])=[CH:25][C:24]=2[Cl:31])=[N:3]1.[C:32]([NH:35][CH2:36][CH2:37][CH2:38][O:39][C:40]1[CH:48]=[CH:47][C:46]([Cl:49])=[CH:45][C:41]=1[C:42](O)=[O:43])(=[O:34])[CH3:33], predict the reaction product. The product is: [C:32]([NH:35][CH2:36][CH2:37][CH2:38][O:39][C:40]1[CH:48]=[CH:47][C:46]([Cl:49])=[CH:45][C:41]=1[C:42]([NH:1][CH:2]1[C:8](=[O:9])[NH:7][C:6]2[CH:19]=[CH:20][CH:21]=[CH:22][C:5]=2[C:4]([C:23]2[C:24]([Cl:31])=[CH:25][C:26]([Cl:30])=[CH:27][C:28]=2[Cl:29])=[N:3]1)=[O:43])(=[O:34])[CH3:33].